This data is from NCI-60 drug combinations with 297,098 pairs across 59 cell lines. The task is: Regression. Given two drug SMILES strings and cell line genomic features, predict the synergy score measuring deviation from expected non-interaction effect. (1) Drug 1: CC(C1=C(C=CC(=C1Cl)F)Cl)OC2=C(N=CC(=C2)C3=CN(N=C3)C4CCNCC4)N. Drug 2: CN(CCCl)CCCl.Cl. Cell line: CAKI-1. Synergy scores: CSS=37.1, Synergy_ZIP=-3.45, Synergy_Bliss=-1.04, Synergy_Loewe=0.101, Synergy_HSA=2.46. (2) Drug 1: C1=CC(=CC=C1CCC2=CNC3=C2C(=O)NC(=N3)N)C(=O)NC(CCC(=O)O)C(=O)O. Drug 2: C1=CN(C(=O)N=C1N)C2C(C(C(O2)CO)O)O.Cl. Cell line: SK-MEL-28. Synergy scores: CSS=26.0, Synergy_ZIP=-5.34, Synergy_Bliss=2.72, Synergy_Loewe=3.64, Synergy_HSA=5.53. (3) Cell line: KM12. Drug 1: COC1=C(C=C2C(=C1)N=CN=C2NC3=CC(=C(C=C3)F)Cl)OCCCN4CCOCC4. Drug 2: CN1C2=C(C=C(C=C2)N(CCCl)CCCl)N=C1CCCC(=O)O.Cl. Synergy scores: CSS=33.8, Synergy_ZIP=5.17, Synergy_Bliss=6.94, Synergy_Loewe=9.11, Synergy_HSA=13.0. (4) Drug 1: C1=CC(=C2C(=C1NCCNCCO)C(=O)C3=C(C=CC(=C3C2=O)O)O)NCCNCCO. Drug 2: CC(C1=C(C=CC(=C1Cl)F)Cl)OC2=C(N=CC(=C2)C3=CN(N=C3)C4CCNCC4)N. Cell line: LOX IMVI. Synergy scores: CSS=45.1, Synergy_ZIP=3.18, Synergy_Bliss=3.07, Synergy_Loewe=4.63, Synergy_HSA=5.72.